Dataset: Forward reaction prediction with 1.9M reactions from USPTO patents (1976-2016). Task: Predict the product of the given reaction. (1) Given the reactants Br[CH:2]=[CH:3][C:4]([F:10])([F:9])[C:5]([F:8])([F:7])[F:6].C(C([I:18])(F)F)(F)(F)F.C=C, predict the reaction product. The product is: [C:5]([C:4]([CH2:3][CH2:2][I:18])([F:10])[F:9])([F:8])([F:7])[F:6]. (2) Given the reactants [N:1]1([CH2:7][C:8]2[CH:13]=[CH:12][C:11]([N:14]3[CH2:19][CH2:18][C:17](=O)[CH2:16][CH2:15]3)=[CH:10][CH:9]=2)[CH2:6][CH2:5][O:4][CH2:3][CH2:2]1.[NH:21]1[CH2:25][CH2:24][CH2:23][CH2:22]1, predict the reaction product. The product is: [N:21]1([CH:17]2[CH2:18][CH2:19][N:14]([C:11]3[CH:12]=[CH:13][C:8]([CH2:7][N:1]4[CH2:6][CH2:5][O:4][CH2:3][CH2:2]4)=[CH:9][CH:10]=3)[CH2:15][CH2:16]2)[CH2:25][CH2:24][CH2:23][CH2:22]1. (3) Given the reactants [CH3:1][O:2][C:3](=[O:13])[C:4]([C:6]1[CH:11]=[CH:10][C:9]([Cl:12])=[CH:8][CH:7]=1)=[O:5].[BH4-].[Na+], predict the reaction product. The product is: [CH3:1][O:2][C:3](=[O:13])[CH:4]([OH:5])[C:6]1[CH:11]=[CH:10][C:9]([Cl:12])=[CH:8][CH:7]=1. (4) The product is: [C:13]([NH:1][C@H:2]([C:8]([OH:10])=[O:9])[CH2:3][CH2:4][C:5]([OH:11])=[O:7])(=[O:24])[CH2:14][CH2:15][CH2:16][CH2:17][CH2:18][CH2:19][CH2:20][CH2:21][CH:22]=[CH2:23]. Given the reactants [NH2:1][C@H:2]([C:8]([OH:10])=[O:9])[CH2:3][CH2:4][C:5](=[O:7])N.[OH-:11].[K+].[C:13](Cl)(=[O:24])[CH2:14][CH2:15][CH2:16][CH2:17][CH2:18][CH2:19][CH2:20][CH2:21][CH:22]=[CH2:23].Cl, predict the reaction product.